From a dataset of Catalyst prediction with 721,799 reactions and 888 catalyst types from USPTO. Predict which catalyst facilitates the given reaction. Reactant: [F:1][C:2]([C:5]1[C:10](O)=[CH:9][CH:8]=[C:7](C)[CH:6]=1)([F:4])[F:3].Br[CH:14]([CH3:20])[C:15]([O:17][CH2:18][CH3:19])=[O:16].C([O-])([O-])=[O:22].[Cs+].[Cs+]. Product: [CH2:18]([O:17][C:15](=[O:16])[CH:14]([O:22][C:8]1[CH:7]=[CH:6][C:5]([C:2]([F:1])([F:3])[F:4])=[CH:10][CH:9]=1)[CH3:20])[CH3:19]. The catalyst class is: 3.